Dataset: Peptide-MHC class I binding affinity with 185,985 pairs from IEDB/IMGT. Task: Regression. Given a peptide amino acid sequence and an MHC pseudo amino acid sequence, predict their binding affinity value. This is MHC class I binding data. The binding affinity (normalized) is 0.327. The MHC is HLA-A02:01 with pseudo-sequence HLA-A02:01. The peptide sequence is TVGMSIVCI.